This data is from Full USPTO retrosynthesis dataset with 1.9M reactions from patents (1976-2016). The task is: Predict the reactants needed to synthesize the given product. (1) Given the product [CH3:11][O:10][C:6]1[CH:5]=[C:4]([N+:12]([O-:14])=[O:13])[CH:3]=[C:31]([O:32][CH3:15])[C:30]=1[O:29][CH2:28][CH:27]1[O:23][CH2:24][CH2:25][O:26]1, predict the reactants needed to synthesize it. The reactants are: CO[C:3]1C(O)=C[C:6]([O:10][CH3:11])=[CH:5][C:4]=1[N+:12]([O-:14])=[O:13].[CH2:15]1[O:32][CH2:31][CH2:30][O:29][CH2:28][CH2:27][O:26][CH2:25][CH2:24][O:23]CCOCCOC1.BrCC1OCCO1.C([O-])(O)=O.[Na+]. (2) Given the product [CH3:29][O:28][C:27](=[O:30])[CH:24]([N:25]([CH3:26])[C:11]([C:10]1[CH:14]=[CH:15][C:7]([C:1]2[CH:6]=[CH:5][CH:4]=[CH:3][CH:2]=2)=[CH:8][CH:9]=1)=[O:12])[C:23]([NH:22][CH3:21])=[O:31], predict the reactants needed to synthesize it. The reactants are: [C:1]1([C:7]2[CH:15]=[CH:14][C:10]([C:11](Cl)=[O:12])=[CH:9][CH:8]=2)[CH:6]=[CH:5][CH:4]=[CH:3][CH:2]=1.C(Cl)(Cl)Cl.Cl.[CH3:21][NH:22][C:23](=[O:31])[C@H:24]([C:27](=[O:30])[O:28][CH3:29])[NH:25][CH3:26].C(N(CC)CC)C. (3) Given the product [F:1][C:2]1[C:3]([NH:16][C:17]2[CH:36]=[CH:35][C:20]([CH2:21][OH:22])=[CH:19][CH:18]=2)=[C:4]([CH:5]=[CH:6][C:7]=1[F:8])[C:9]([NH:11][O:12][CH2:13][CH2:14][OH:15])=[O:10], predict the reactants needed to synthesize it. The reactants are: [F:1][C:2]1[C:7]([F:8])=[CH:6][CH:5]=[C:4]([C:9]([NH:11][O:12][CH2:13][CH2:14][OH:15])=[O:10])[C:3]=1[NH:16][C:17]1[CH:36]=[CH:35][C:20]([C:21](OC2C(F)=C(F)C(F)=C(F)C=2F)=[O:22])=[CH:19][CH:18]=1.[BH4-].[Na+].Cl. (4) Given the product [CH3:2][C:3]1[CH:4]=[C:5]([CH2:8][O:9][CH:10]2[CH2:11][N:12]([C:58](=[O:59])[CH:57]=[CH:56][C:51]3[CH:50]=[C:49]4[C:54](=[N:53][CH:52]=3)[NH:55][C:46](=[O:45])[CH2:47][CH2:48]4)[CH2:13]2)[S:6][CH:7]=1, predict the reactants needed to synthesize it. The reactants are: Cl.[CH3:2][C:3]1[CH:4]=[C:5]([CH2:8][O:9][CH:10]2[CH2:13][NH:12][CH2:11]2)[S:6][CH:7]=1.CCN=C=NCCCN(C)C.C1C=CC2N(O)N=NC=2C=1.C(N(C(C)C)CC)(C)C.Cl.[O:45]=[C:46]1[NH:55][C:54]2[N:53]=[CH:52][C:51](/[CH:56]=[CH:57]/[C:58](O)=[O:59])=[CH:50][C:49]=2[CH2:48][CH2:47]1. (5) Given the product [Br:1][C:2]1[CH:15]=[CH:14][C:13]2[O:12][C:11]3[C:6](=[CH:7][C:8]([O:16][CH3:17])=[CH:9][CH:10]=3)[C:5](=[CH2:19])[C:4]=2[CH:3]=1, predict the reactants needed to synthesize it. The reactants are: [Br:1][C:2]1[CH:15]=[CH:14][C:13]2[O:12][C:11]3[C:6](=[CH:7][C:8]([O:16][CH3:17])=[CH:9][CH:10]=3)[C:5](=O)[C:4]=2[CH:3]=1.[CH3:19][Si](C[Li])(C)C.C(Cl)(=O)C. (6) Given the product [Cl:10][C:4]1[CH:5]=[C:6]([NH:7][C:12]([N:47]2[CH2:48][CH2:49][N:44]([C:38]3[C:37]4[C:42](=[CH:43][C:34]([Cl:33])=[CH:35][CH:36]=4)[N:41]=[CH:40][CH:39]=3)[CH2:45][CH2:46]2)=[O:13])[CH:8]=[CH:9][C:3]=1[O:2][CH3:1], predict the reactants needed to synthesize it. The reactants are: [CH3:1][O:2][C:3]1[CH:9]=[CH:8][C:6]([NH2:7])=[CH:5][C:4]=1[Cl:10].Cl[C:12](OC1C=CC([N+]([O-])=O)=CC=1)=[O:13].C(N(C(C)C)CC)(C)C.[Cl:33][C:34]1[CH:43]=[C:42]2[C:37]([C:38]([N:44]3[CH2:49][CH2:48][NH:47][CH2:46][CH2:45]3)=[CH:39][CH:40]=[N:41]2)=[CH:36][CH:35]=1. (7) Given the product [CH:15]12[NH:14][C:19](=[O:20])[CH:18]([NH:21][C:22]1=[O:23])[S:17][S:16]2, predict the reactants needed to synthesize it. The reactants are: C([N:14]1[C:19](=[O:20])[CH:18]2[N:21](C(C3C=CC=CC=3)C3C=CC=CC=3)[C:22](=[O:23])[CH:15]1[S:16][S:17]2)(C1C=CC=CC=1)C1C=CC=CC=1.OS(C(F)(F)F)(=O)=O. (8) Given the product [NH2:1][C:2]1[N:7]=[CH:6][N:5]=[C:4]2[N:8]([C:33]3[CH:34]=[CH:35][C:36]([CH2:39][NH:47][C@@H:46]([CH2:48][CH:49]4[CH:50]=[N:51][CH:52]=[N:53]4)[C:45]([O:44][CH3:43])=[O:54])=[CH:37][CH:38]=3)[N:9]=[C:10]([C:11]3[CH:16]=[CH:15][C:14]([NH:17][C:18](=[O:30])[C:19]4[CH:24]=[CH:23][C:22]([C:25]([F:27])([F:28])[F:26])=[CH:21][C:20]=4[F:29])=[C:13]([O:31][CH3:32])[CH:12]=3)[C:3]=12, predict the reactants needed to synthesize it. The reactants are: [NH2:1][C:2]1[N:7]=[CH:6][N:5]=[C:4]2[N:8]([C:33]3[CH:38]=[CH:37][C:36]([CH:39]=O)=[CH:35][CH:34]=3)[N:9]=[C:10]([C:11]3[CH:16]=[CH:15][C:14]([NH:17][C:18](=[O:30])[C:19]4[CH:24]=[CH:23][C:22]([C:25]([F:28])([F:27])[F:26])=[CH:21][C:20]=4[F:29])=[C:13]([O:31][CH3:32])[CH:12]=3)[C:3]=12.Cl.Cl.[CH3:43][O:44][C:45](=[O:54])[C@H:46]([CH2:48][C:49]1[N:53]=[CH:52][NH:51][CH:50]=1)[NH2:47].C(O[BH-](OC(=O)C)OC(=O)C)(=O)C.[Na+].[OH-].[Na+].